This data is from Reaction yield outcomes from USPTO patents with 853,638 reactions. The task is: Predict the reaction yield, written as a fraction of the theoretical maximum amount of product (1.0 means a 100% yield; for example, 0.34 means a 34% yield). (1) The reactants are [OH:1][CH2:2][C@H:3]1[NH:8][CH2:7][C@H:6]([C:9]([O:11][CH3:12])=[O:10])[CH2:5][CH2:4]1.[C:13]([Si:17](Cl)([CH3:19])[CH3:18])([CH3:16])([CH3:15])[CH3:14].N1C=NCC=1. The catalyst is CN(C=O)C. The product is [Si:17]([O:1][CH2:2][C@H:3]1[NH:8][CH2:7][C@H:6]([C:9]([O:11][CH3:12])=[O:10])[CH2:5][CH2:4]1)([C:13]([CH3:16])([CH3:15])[CH3:14])([CH3:19])[CH3:18]. The yield is 0.542. (2) The reactants are [C:1]([O:5][C:6]([N:8]([CH3:51])[C@@H:9]([CH3:50])[C:10]([NH:12][C@@H:13]([C:46]([CH3:49])([CH3:48])[CH3:47])[C:14]([N:16]1[C@H:20]([C:21](=[O:33])[NH:22][C@H:23]2[C:32]3[C:27](=[CH:28][CH:29]=[CH:30][CH:31]=3)[CH2:26][CH2:25][CH2:24]2)[CH2:19][C@H:18]([O:34][CH2:35][C:36]2[CH:45]=[CH:44][C:39]([C:40]([O:42]C)=[O:41])=[CH:38][CH:37]=2)[CH2:17]1)=[O:15])=[O:11])=[O:7])([CH3:4])([CH3:3])[CH3:2].[OH-].[Na+].Cl. The catalyst is C1COCC1.CO.O. The product is [C:1]([O:5][C:6]([N:8]([CH3:51])[C@@H:9]([CH3:50])[C:10]([NH:12][C@@H:13]([C:46]([CH3:49])([CH3:48])[CH3:47])[C:14]([N:16]1[C@H:20]([C:21](=[O:33])[NH:22][C@H:23]2[C:32]3[C:27](=[CH:28][CH:29]=[CH:30][CH:31]=3)[CH2:26][CH2:25][CH2:24]2)[CH2:19][C@H:18]([O:34][CH2:35][C:36]2[CH:45]=[CH:44][C:39]([C:40]([OH:42])=[O:41])=[CH:38][CH:37]=2)[CH2:17]1)=[O:15])=[O:11])=[O:7])([CH3:4])([CH3:3])[CH3:2]. The yield is 0.980. (3) The reactants are [Cl:1][C:2]1[CH:3]=[C:4]([CH:7]=[C:8]([Cl:28])[C:9]=1[N:10]1[CH:27]=[C:13]2[C:14]([NH:19][C:20]3[CH:25]=[C:24]([CH3:26])[N:23]=[CH:22][N:21]=3)=[N:15][CH:16]=[C:17](Cl)[C:12]2=[N:11]1)[C:5]#[N:6].ClC1C=C(C=C(Cl)C=1N1C=C2C(Cl)=NC=C([F:46])C2=N1)C#N.CC1N=CN=C(N)C=1. No catalyst specified. The product is [Cl:1][C:2]1[CH:3]=[C:4]([CH:7]=[C:8]([Cl:28])[C:9]=1[N:10]1[CH:27]=[C:13]2[C:14]([NH:19][C:20]3[CH:25]=[C:24]([CH3:26])[N:23]=[CH:22][N:21]=3)=[N:15][CH:16]=[C:17]([F:46])[C:12]2=[N:11]1)[C:5]#[N:6]. The yield is 0.410. (4) The reactants are [F:1][C:2]1[CH:7]=[C:6]([S:8]([CH3:11])(=[O:10])=[O:9])[CH:5]=[CH:4][C:3]=1[NH:12][C@H:13]1[CH2:18][CH2:17][CH2:16][N:15]([CH:19]2[CH2:24][CH2:23][N:22](C(OC(C)(C)C)=O)[CH2:21][CH2:20]2)[C:14]1=[O:32].FC(F)(F)C(O)=O. The catalyst is ClCCl. The product is [F:1][C:2]1[CH:7]=[C:6]([S:8]([CH3:11])(=[O:10])=[O:9])[CH:5]=[CH:4][C:3]=1[NH:12][C@H:13]1[CH2:18][CH2:17][CH2:16][N:15]([CH:19]2[CH2:20][CH2:21][NH:22][CH2:23][CH2:24]2)[C:14]1=[O:32]. The yield is 0.580.